This data is from NCI-60 drug combinations with 297,098 pairs across 59 cell lines. The task is: Regression. Given two drug SMILES strings and cell line genomic features, predict the synergy score measuring deviation from expected non-interaction effect. (1) Drug 1: COC1=C2C(=CC3=C1OC=C3)C=CC(=O)O2. Drug 2: CC1CCCC2(C(O2)CC(NC(=O)CC(C(C(=O)C(C1O)C)(C)C)O)C(=CC3=CSC(=N3)C)C)C. Cell line: BT-549. Synergy scores: CSS=45.3, Synergy_ZIP=2.76, Synergy_Bliss=1.51, Synergy_Loewe=-32.7, Synergy_HSA=-0.728. (2) Drug 1: CC1C(C(CC(O1)OC2CC(CC3=C2C(=C4C(=C3O)C(=O)C5=C(C4=O)C(=CC=C5)OC)O)(C(=O)CO)O)N)O.Cl. Drug 2: CC1OCC2C(O1)C(C(C(O2)OC3C4COC(=O)C4C(C5=CC6=C(C=C35)OCO6)C7=CC(=C(C(=C7)OC)O)OC)O)O. Cell line: NCI/ADR-RES. Synergy scores: CSS=0.952, Synergy_ZIP=0.969, Synergy_Bliss=1.54, Synergy_Loewe=0.119, Synergy_HSA=-0.0831. (3) Drug 1: CS(=O)(=O)C1=CC(=C(C=C1)C(=O)NC2=CC(=C(C=C2)Cl)C3=CC=CC=N3)Cl. Drug 2: CC1CCC2CC(C(=CC=CC=CC(CC(C(=O)C(C(C(=CC(C(=O)CC(OC(=O)C3CCCCN3C(=O)C(=O)C1(O2)O)C(C)CC4CCC(C(C4)OC)OCCO)C)C)O)OC)C)C)C)OC. Cell line: OVCAR-5. Synergy scores: CSS=26.6, Synergy_ZIP=-0.410, Synergy_Bliss=1.50, Synergy_Loewe=1.58, Synergy_HSA=4.30. (4) Drug 1: CCN(CC)CCCC(C)NC1=C2C=C(C=CC2=NC3=C1C=CC(=C3)Cl)OC. Drug 2: COCCOC1=C(C=C2C(=C1)C(=NC=N2)NC3=CC=CC(=C3)C#C)OCCOC.Cl. Cell line: 786-0. Synergy scores: CSS=32.2, Synergy_ZIP=-4.78, Synergy_Bliss=0.191, Synergy_Loewe=2.36, Synergy_HSA=2.34.